Predict the reactants needed to synthesize the given product. From a dataset of Full USPTO retrosynthesis dataset with 1.9M reactions from patents (1976-2016). (1) Given the product [CH3:18][O:17][C:12]1[C:11]([CH2:9][C:6]2[CH:5]=[CH:4][C:3]([O:2][CH3:1])=[CH:8][CH:7]=2)=[CH:16][CH:15]=[CH:14][N:13]=1, predict the reactants needed to synthesize it. The reactants are: [CH3:1][O:2][C:3]1[CH:8]=[CH:7][C:6]([CH:9]([C:11]2[C:12]([O:17][CH3:18])=[N:13][CH:14]=[CH:15][CH:16]=2)O)=[CH:5][CH:4]=1. (2) Given the product [C:1]([N:9]1[CH2:22][CH2:21][C:20]2[C:19]3[C:18]([B:34]4[O:35][C:36]([CH3:38])([CH3:37])[C:32]([CH3:39])([CH3:31])[O:33]4)=[CH:17][CH:16]=[CH:15][C:14]=3[NH:13][C:12]=2[CH2:11][CH2:10]1)(=[O:8])[C:2]1[CH:7]=[CH:6][CH:5]=[CH:4][CH:3]=1, predict the reactants needed to synthesize it. The reactants are: [C:1]([N:9]1[CH2:22][CH2:21][C:20]2[C:19]3[C:18](Br)=[CH:17][CH:16]=[CH:15][C:14]=3[NH:13][C:12]=2[CH2:11][CH2:10]1)(=[O:8])[C:2]1[CH:7]=[CH:6][CH:5]=[CH:4][CH:3]=1.CCN(CC)CC.[CH3:31][C:32]1([CH3:39])[C:36]([CH3:38])([CH3:37])[O:35][BH:34][O:33]1. (3) Given the product [Br:20][CH:2]([C:5]1[N:10]=[CH:9][C:8]([C:11]2[CH:18]=[CH:17][C:14]([C:15]#[N:16])=[CH:13][CH:12]=2)=[CH:7][CH:6]=1)[CH2:3][CH3:4], predict the reactants needed to synthesize it. The reactants are: O[CH:2]([C:5]1[N:10]=[CH:9][C:8]([C:11]2[CH:18]=[CH:17][C:14]([C:15]#[N:16])=[CH:13][CH:12]=2)=[CH:7][CH:6]=1)[CH2:3][CH3:4].P(Br)(Br)[Br:20]. (4) Given the product [C:36]([C@@H:34]([C@H:32]([C:31]([OH:40])=[O:39])[OH:33])[OH:35])([OH:38])=[O:37].[CH2:1]([NH:3][C:4]([N:6]1[CH2:11][CH2:10][CH2:9][C:8]2[S:12][C:13]([C:15]3[CH:20]=[CH:19][C:18]([O:21][CH2:22][CH2:23][CH2:24][N:25]4[CH2:29][CH2:28][CH2:27][CH:26]4[CH3:30])=[CH:17][CH:16]=3)=[N:14][C:7]1=2)=[O:5])[CH3:2], predict the reactants needed to synthesize it. The reactants are: [CH2:1]([NH:3][C:4]([N:6]1[CH2:11][CH2:10][CH2:9][C:8]2[S:12][C:13]([C:15]3[CH:20]=[CH:19][C:18]([O:21][CH2:22][CH2:23][CH2:24][N:25]4[CH2:29][CH2:28][CH2:27][CH:26]4[CH3:30])=[CH:17][CH:16]=3)=[N:14][C:7]1=2)=[O:5])[CH3:2].[C:31]([OH:40])(=[O:39])[CH:32]([CH:34]([C:36]([OH:38])=[O:37])[OH:35])[OH:33]. (5) Given the product [C:14]([O:13][C:12](=[O:18])[NH:11][C@H:8]1[CH2:7][CH2:6][C@H:5]([CH2:4][CH2:3][C:1]#[N:2])[CH2:10][CH2:9]1)([CH3:17])([CH3:15])[CH3:16], predict the reactants needed to synthesize it. The reactants are: [C:1]([CH:3]=[CH:4][C@H:5]1[CH2:10][CH2:9][C@H:8]([NH:11][C:12](=[O:18])[O:13][C:14]([CH3:17])([CH3:16])[CH3:15])[CH2:7][CH2:6]1)#[N:2]. (6) Given the product [CH3:1][C:2]1[CH:3]=[N:4][C:5]2[N:6]([N:8]=[C:9]([CH:11]=[O:12])[N:10]=2)[CH:7]=1, predict the reactants needed to synthesize it. The reactants are: [CH3:1][C:2]1[CH:3]=[N:4][C:5]2[N:6]([N:8]=[C:9]([CH2:11][OH:12])[N:10]=2)[CH:7]=1.C(O)(=O)C.C(O)(=O)C.IC1C=CC=CC=1.C(OC)(C)(C)C. (7) Given the product [Cl:22][C:23]1[CH:24]=[CH:25][C:26]([C:29]2[CH:30]=[CH:31][C:32]([C:35]#[C:36][C:37]3[CH:50]=[CH:49][C:40]([O:41][CH2:42][CH2:43][N:44]([CH:1]4[CH2:6][CH2:5][CH2:4][CH2:3][CH2:2]4)[CH2:45][CH:46]4[CH2:48][CH2:47]4)=[C:39]([CH3:51])[CH:38]=3)=[N:33][CH:34]=2)=[CH:27][CH:28]=1, predict the reactants needed to synthesize it. The reactants are: [C:1]1(=O)[CH2:6][CH2:5][CH2:4][CH2:3][CH2:2]1.C(O[BH-](OC(=O)C)OC(=O)C)(=O)C.[Na+].[Cl:22][C:23]1[CH:28]=[CH:27][C:26]([C:29]2[CH:30]=[CH:31][C:32]([C:35]#[C:36][C:37]3[CH:50]=[CH:49][C:40]([O:41][CH2:42][CH2:43][NH:44][CH2:45][CH:46]4[CH2:48][CH2:47]4)=[C:39]([CH3:51])[CH:38]=3)=[N:33][CH:34]=2)=[CH:25][CH:24]=1.C([BH3-])#N.[Na+]. (8) The reactants are: [CH3:1][S:2](Cl)(=[O:4])=[O:3].C(Cl)Cl.[Cl:9][C:10]1[CH:15]=[CH:14][C:13]([S:16]([CH:19]([C:28]2[CH:33]=[C:32]([F:34])[CH:31]=[CH:30][C:29]=2[F:35])[C:20]2[C:25]([F:26])=[CH:24][N:23]=[C:22]([NH2:27])[CH:21]=2)(=[O:18])=[O:17])=[CH:12][CH:11]=1.N1C=CC=CC=1. Given the product [Cl:9][C:10]1[CH:11]=[CH:12][C:13]([S:16]([CH:19]([C:28]2[CH:33]=[C:32]([F:34])[CH:31]=[CH:30][C:29]=2[F:35])[C:20]2[C:25]([F:26])=[CH:24][N:23]=[C:22]([NH:27][S:2]([CH3:1])(=[O:4])=[O:3])[CH:21]=2)(=[O:17])=[O:18])=[CH:14][CH:15]=1, predict the reactants needed to synthesize it. (9) Given the product [I:16][C:11]1[C:10]2[O:6][CH2:7][O:8][C:9]=2[C:14]([NH2:15])=[CH:13][CH:12]=1, predict the reactants needed to synthesize it. The reactants are: C([O-])([O-])=O.[Ca+2].[O:6]1[C:10]2[CH:11]=[CH:12][CH:13]=[C:14]([NH2:15])[C:9]=2[O:8][CH2:7]1.[I:16](Cl)(=O)=O.I(Cl)(=O)=O.C[N+](C)(C)CC1C=CC=CC=1. (10) Given the product [N:5]1[CH:6]=[CH:7][C:2]([C:15]2[CH:16]=[CH:17][C:12]([C:10]([O:9][CH3:8])=[O:11])=[CH:13][CH:14]=2)=[CH:3][CH:4]=1, predict the reactants needed to synthesize it. The reactants are: Br[C:2]1[CH:7]=[CH:6][N:5]=[CH:4][CH:3]=1.[CH3:8][O:9][C:10]([C:12]1[CH:17]=[CH:16][C:15](OB(O)O)=[CH:14][CH:13]=1)=[O:11].